Dataset: Forward reaction prediction with 1.9M reactions from USPTO patents (1976-2016). Task: Predict the product of the given reaction. (1) Given the reactants [CH2:1]([NH:8][CH2:9][CH2:10][CH2:11][CH2:12][CH2:13][CH2:14][O:15][CH2:16][CH2:17][CH2:18][CH2:19][C:20]1[CH:25]=[CH:24][CH:23]=[C:22]([S:26]([CH:29]2[CH2:33][CH2:32][CH2:31][CH2:30]2)(=[O:28])=[O:27])[CH:21]=1)[C:2]1[CH:7]=[CH:6][CH:5]=[CH:4][CH:3]=1.[O:34]1[CH2:36][C@H:35]1[C:37]1[CH:38]=[CH:39][C:40]([O:46][CH2:47][C:48]2[CH:53]=[CH:52][CH:51]=[CH:50][CH:49]=2)=[C:41]([NH:43][CH:44]=[O:45])[CH:42]=1, predict the reaction product. The product is: [CH2:1]([N:8]([CH2:9][CH2:10][CH2:11][CH2:12][CH2:13][CH2:14][O:15][CH2:16][CH2:17][CH2:18][CH2:19][C:20]1[CH:25]=[CH:24][CH:23]=[C:22]([S:26]([CH:29]2[CH2:33][CH2:32][CH2:31][CH2:30]2)(=[O:27])=[O:28])[CH:21]=1)[CH2:36][C@@H:35]([C:37]1[CH:38]=[CH:39][C:40]([O:46][CH2:47][C:48]2[CH:53]=[CH:52][CH:51]=[CH:50][CH:49]=2)=[C:41]([NH:43][CH:44]=[O:45])[CH:42]=1)[OH:34])[C:2]1[CH:3]=[CH:4][CH:5]=[CH:6][CH:7]=1. (2) Given the reactants [Na:1].CC1C(C[S:23]([C:25]2[NH:29][C:28]3[CH:30]=[CH:31][CH:32]=[CH:33][C:27]=3[N:26]=2)=[O:24])=NC=CC=1OCC1(C)OCC2(OCCO2)CO1.[CH3:34][C:35]1([CH3:53])[O:40][CH2:39][CH:38]([CH2:41][O:42][C:43]2[C:48]([CH3:49])=[CH:47][N:46]=[C:45]([CH2:50]O)[C:44]=2[CH3:52])[CH2:37][O:36]1.O.CC1(C)OCC(COC2C(C)=CN=C(CO)C=2C)CO1.N1C2C=[C:81]3[O:87]CC[O:84][C:82]3=CC=2N=C1S, predict the reaction product. The product is: [Na:1].[CH3:34][C:35]1([CH3:53])[O:40][CH2:39][CH:38]([CH2:41][O:42][C:43]2[C:48]([CH3:49])=[CH:47][N:46]=[C:45]([CH2:50][S:23]([C:25]3[NH:26][C:27]4[CH:33]=[C:32]5[O:87][CH2:81][CH2:82][O:84][C:31]5=[CH:30][C:28]=4[N:29]=3)=[O:24])[C:44]=2[CH3:52])[CH2:37][O:36]1. (3) Given the reactants [OH:1][CH:2]1[C:10]2[N:9]=[CH:8][C:7]([C:11]#[N:12])=[CH:6][C:5]=2[CH2:4][CH2:3]1.CC(OI1(OC(C)=O)(OC(C)=O)OC(=O)C2C=CC=CC1=2)=O.C(=O)([O-])[O-].[Na+].[Na+], predict the reaction product. The product is: [O:1]=[C:2]1[C:10]2[N:9]=[CH:8][C:7]([C:11]#[N:12])=[CH:6][C:5]=2[CH2:4][CH2:3]1. (4) Given the reactants [C:1]([C:3]1[CH:8]=[CH:7][C:6]([C:9]2[N:13]3[CH:14]=[C:15]([C:18]4[CH:41]=[CH:40][C:21]([C:22]([N:24]5[CH2:29][CH2:28][C:27]([NH:32]C(=O)OC(C)(C)C)([CH2:30][CH3:31])[CH2:26][CH2:25]5)=[O:23])=[CH:20][CH:19]=4)[CH:16]=[CH:17][C:12]3=[N:11][CH:10]=2)=[CH:5][CH:4]=1)#[N:2].FC(F)(F)C(O)=O.C([O-])(O)=O.[Na+], predict the reaction product. The product is: [NH2:32][C:27]1([CH2:30][CH3:31])[CH2:26][CH2:25][N:24]([C:22]([C:21]2[CH:40]=[CH:41][C:18]([C:15]3[CH:16]=[CH:17][C:12]4[N:13]([C:9]([C:6]5[CH:5]=[CH:4][C:3]([C:1]#[N:2])=[CH:8][CH:7]=5)=[CH:10][N:11]=4)[CH:14]=3)=[CH:19][CH:20]=2)=[O:23])[CH2:29][CH2:28]1. (5) Given the reactants [C:1]([CH2:3][C:4]([O:6][CH2:7][CH3:8])=[O:5])#[N:2].[F:9][C:10]1[CH:22]=[CH:21][C:13]([CH:14]=[CH:15][C:16]([O:18][CH2:19][CH3:20])=[O:17])=[CH:12][CH:11]=1.[O-]CC.[Na+], predict the reaction product. The product is: [C:1]([CH:3]([CH:14]([C:13]1[CH:12]=[CH:11][C:10]([F:9])=[CH:22][CH:21]=1)[CH2:15][C:16]([O:18][CH2:19][CH3:20])=[O:17])[C:4]([O:6][CH2:7][CH3:8])=[O:5])#[N:2]. (6) Given the reactants [NH2:1][C:2]1[CH:7]=[C:6]([O:8][CH3:9])[C:5]([O:10][CH3:11])=[CH:4][C:3]=1[C:12](=[O:14])[CH3:13].[N:15]([O-])=O.[Na+], predict the reaction product. The product is: [CH3:11][O:10][C:5]1[CH:4]=[C:3]2[C:2](=[CH:7][C:6]=1[O:8][CH3:9])[N:1]=[N:15][CH:13]=[C:12]2[OH:14]. (7) Given the reactants Br[C:2]1[CH:11]=[CH:10][C:5]([C:6]([O:8][CH3:9])=[O:7])=[C:4]([CH3:12])[CH:3]=1.[CH2:13](Cl)Cl.O1[CH2:21][CH2:20]OCC1, predict the reaction product. The product is: [CH:20]([C:2]1[CH:11]=[CH:10][C:5]([C:6]([O:8][CH3:9])=[O:7])=[C:4]([CH3:12])[CH:3]=1)([CH3:21])[CH3:13].